Dataset: Full USPTO retrosynthesis dataset with 1.9M reactions from patents (1976-2016). Task: Predict the reactants needed to synthesize the given product. Given the product [CH3:1][O:2][C:3]1[CH:8]=[C:7]([N+:9]([O-:11])=[O:10])[CH:6]=[CH:5][C:4]=1[C:22]1[CH:27]=[CH:26][N:25]=[N:24][CH:23]=1, predict the reactants needed to synthesize it. The reactants are: [CH3:1][O:2][C:3]1[CH:8]=[C:7]([N+:9]([O-:11])=[O:10])[CH:6]=[CH:5][C:4]=1B1OC(C)(C)C(C)(C)O1.Br[C:22]1[CH:27]=[CH:26][N:25]=[N:24][CH:23]=1.C(=O)([O-])[O-].[Cs+].[Cs+].